From a dataset of Reaction yield outcomes from USPTO patents with 853,638 reactions. Predict the reaction yield, written as a fraction of the theoretical maximum amount of product (1.0 means a 100% yield; for example, 0.34 means a 34% yield). The reactants are [Cl:1][C:2]1[CH:3]=[C:4]([CH:7]=[C:8]([O:10]C)[CH:9]=1)[CH:5]=[O:6].B(Br)(Br)Br.O. The catalyst is C(Cl)Cl. The product is [Cl:1][C:2]1[CH:3]=[C:4]([CH:7]=[C:8]([OH:10])[CH:9]=1)[CH:5]=[O:6]. The yield is 0.250.